Dataset: Full USPTO retrosynthesis dataset with 1.9M reactions from patents (1976-2016). Task: Predict the reactants needed to synthesize the given product. (1) Given the product [CH3:16][O:8][C:7](=[O:9])[C:6]1[CH:10]=[C:2]([NH2:1])[CH:3]=[CH:4][C:5]=1[F:11], predict the reactants needed to synthesize it. The reactants are: [NH2:1][C:2]1[CH:3]=[CH:4][C:5]([F:11])=[C:6]([CH:10]=1)[C:7]([OH:9])=[O:8].S(Cl)(Cl)=O.[CH3:16]O. (2) Given the product [CH2:15]([C:6]1[CH:7]=[C:2]([F:1])[CH:3]=[CH:4][C:5]=1[C:11]([O:13][CH3:14])=[O:12])[C:16]1[CH:21]=[CH:20][CH:19]=[CH:18][CH:17]=1, predict the reactants needed to synthesize it. The reactants are: [F:1][C:2]1[CH:3]=[CH:4][C:5]([C:11]([O:13][CH3:14])=[O:12])=[C:6](B(O)O)[CH:7]=1.[CH2:15](Br)[C:16]1[CH:21]=[CH:20][CH:19]=[CH:18][CH:17]=1.C([O-])([O-])=O.[K+].[K+].